From a dataset of Forward reaction prediction with 1.9M reactions from USPTO patents (1976-2016). Predict the product of the given reaction. (1) Given the reactants [S:1]1[C:5]2[CH:6]=[CH:7][C:8]([NH:10][C:11]3[C:20]4[C:15](=[CH:16][CH:17]=[C:18]([S:21]([C:24]([CH3:30])([CH3:29])[C:25]([O:27]C)=[O:26])(=[O:23])=[O:22])[CH:19]=4)[N:14]=[CH:13][CH:12]=3)=[CH:9][C:4]=2[N:3]=[CH:2]1.[Li+].[OH-].C1COCC1.O, predict the reaction product. The product is: [S:1]1[C:5]2[CH:6]=[CH:7][C:8]([NH:10][C:11]3[C:20]4[C:15](=[CH:16][CH:17]=[C:18]([S:21]([C:24]([CH3:30])([CH3:29])[C:25]([OH:27])=[O:26])(=[O:23])=[O:22])[CH:19]=4)[N:14]=[CH:13][CH:12]=3)=[CH:9][C:4]=2[N:3]=[CH:2]1. (2) Given the reactants [Cl:1][C:2]1[CH:9]=[CH:8][C:7]([C:10]([F:13])([F:12])[F:11])=[CH:6][C:3]=1[C:4]#[N:5].[SH2:14], predict the reaction product. The product is: [Cl:1][C:2]1[CH:9]=[CH:8][C:7]([C:10]([F:11])([F:12])[F:13])=[CH:6][C:3]=1[C:4](=[S:14])[NH2:5]. (3) Given the reactants [F:1][C:2]1[CH:7]=[CH:6][C:5]([C@:8]2([CH3:30])[O:13][C:12](=[O:14])[N:11]([C@H:15]([C:17]3[CH:22]=[CH:21][C:20]([C:23]4[CH:28]=[CH:27][N:26]=[C:25]([CH3:29])[CH:24]=4)=[CH:19][CH:18]=3)[CH3:16])[CH2:10][CH2:9]2)=[CH:4][CH:3]=1.BrC1C=CC([C@@H](N2CC[C@@](C3C=CC(F)=CC=3)(C)OC2=O)C)=CC=1.CC1C=C(B(O)O)C=CN=1, predict the reaction product. The product is: [F:1][C:2]1[CH:7]=[CH:6][C:5]([C:8]2([CH3:30])[O:13][C:12](=[O:14])[N:11]([C@H:15]([C:17]3[CH:22]=[CH:21][C:20]([C:23]4[CH:28]=[CH:27][N:26]=[C:25]([CH3:29])[CH:24]=4)=[CH:19][CH:18]=3)[CH3:16])[CH2:10][CH2:9]2)=[CH:4][CH:3]=1.